Dataset: Full USPTO retrosynthesis dataset with 1.9M reactions from patents (1976-2016). Task: Predict the reactants needed to synthesize the given product. (1) Given the product [CH3:12][O:13][C:14](=[O:38])[C:15]1[CH:20]=[C:19]([C:21](=[O:22])[C:23]2[CH:28]=[CH:27][C:26]([Br:29])=[CH:25][N:24]=2)[CH:18]=[CH:17][C:16]=1[C:30](=[O:37])[C:31]1[CH:36]=[CH:35][CH:34]=[CH:33][CH:32]=1, predict the reactants needed to synthesize it. The reactants are: [Cr](Cl)([O-])(=O)=O.[NH+]1C=CC=CC=1.[CH3:12][O:13][C:14](=[O:38])[C:15]1[CH:20]=[C:19]([CH:21]([C:23]2[CH:28]=[CH:27][C:26]([Br:29])=[CH:25][N:24]=2)[OH:22])[CH:18]=[CH:17][C:16]=1[C:30](=[O:37])[C:31]1[CH:36]=[CH:35][CH:34]=[CH:33][CH:32]=1. (2) Given the product [CH3:15][O:14][C:12]1[CH:11]=[CH:10][C:9]2[NH:16][C:17](=[O:33])[CH2:18][C:19]([C:20]3[CH:25]=[CH:24][CH:23]=[C:22]([C:26]4[CH:27]=[N:28][CH:29]=[CH:30][CH:31]=4)[CH:21]=3)=[N:7][C:8]=2[CH:13]=1, predict the reactants needed to synthesize it. The reactants are: C(OC(=O)[NH:7][C:8]1[CH:13]=[C:12]([O:14][CH3:15])[CH:11]=[CH:10][C:9]=1[NH:16][C:17](=[O:33])[CH2:18][C:19](=O)[C:20]1[CH:25]=[CH:24][CH:23]=[C:22]([C:26]2[CH:27]=[N:28][CH:29]=[CH:30][CH:31]=2)[CH:21]=1)(C)(C)C.C(O)(C(F)(F)F)=O. (3) The reactants are: F[C:2]1[CH:7]=[CH:6][CH:5]=[CH:4][C:3]=1[N+:8]([O-:10])=[O:9].[Cl:11][C:12]1[CH:17]=[CH:16][CH:15]=[CH:14][C:13]=1[N:18]1[C:22]([OH:23])=[CH:21][C:20]([CH3:24])=[N:19]1.C(=O)([O-])[O-].[K+].[K+].O. Given the product [Cl:11][C:12]1[CH:17]=[CH:16][CH:15]=[CH:14][C:13]=1[N:18]1[C:22]([O:23][C:2]2[CH:7]=[CH:6][CH:5]=[CH:4][C:3]=2[N+:8]([O-:10])=[O:9])=[CH:21][C:20]([CH3:24])=[N:19]1, predict the reactants needed to synthesize it. (4) Given the product [F:15][C:2]([F:14])([F:1])[C:3]1[N:8]=[CH:7][N:6]=[C:5]([C:9]2[NH:11][O:12][C:16](=[O:17])[N:10]=2)[C:4]=1[Br:13], predict the reactants needed to synthesize it. The reactants are: [F:1][C:2]([F:15])([F:14])[C:3]1[N:8]=[CH:7][N:6]=[C:5]([C:9](=[N:11][OH:12])[NH2:10])[C:4]=1[Br:13].[C:16](N1C=CN=C1)(N1C=CN=C1)=[O:17].N12CCCN=C1CCCCC2.Cl.